The task is: Predict the product of the given reaction.. This data is from Forward reaction prediction with 1.9M reactions from USPTO patents (1976-2016). (1) Given the reactants C([C:4]1[C:12]([S:13][C:14]2[N:15]([CH3:19])[CH:16]=[CH:17][N:18]=2)=[CH:11][C:7]([C:8]([OH:10])=O)=[C:6](C(C)C)[C:5]=1[O:23][C:24]1[CH:29]=[CH:28][C:27]([P:30]([O:36][CH:37]([CH3:39])[CH3:38])([O:32][CH:33]([CH3:35])[CH3:34])=[O:31])=[CH:26][CH:25]=1)(C)C.[NH2:40][C:41]1[S:42][CH:43]=[CH:44][N:45]=1.CN(C(ON1N=NC2C=CC=NC1=2)=[N+](C)C)C.F[P-](F)(F)(F)(F)F.CC(N(C)C)=O, predict the reaction product. The product is: [CH:33]([O:32][P:30]([C:27]1[CH:28]=[CH:29][C:24]([O:23][C:5]2[CH:6]=[C:7]([C:8](=[O:10])[NH:40][C:41]3[S:42][CH:43]=[CH:44][N:45]=3)[CH:11]=[C:12]([S:13][C:14]3[N:15]([CH3:19])[CH:16]=[CH:17][N:18]=3)[CH:4]=2)=[CH:25][CH:26]=1)(=[O:31])[O:36][CH:37]([CH3:39])[CH3:38])([CH3:35])[CH3:34]. (2) Given the reactants Br[CH2:2][CH2:3][CH2:4][CH2:5][O:6][C:7]1[CH:8]=[CH:9][C:10]2[C:14]([C:15]3[CH:20]=[CH:19][C:18]([F:21])=[CH:17][CH:16]=3)=[CH:13][S:12][C:11]=2[CH:22]=1.[NH:23]([CH2:27][CH2:28][OH:29])[CH2:24][CH2:25][OH:26], predict the reaction product. The product is: [F:21][C:18]1[CH:19]=[CH:20][C:15]([C:14]2[C:10]3[CH:9]=[CH:8][C:7]([O:6][CH2:5][CH2:4][CH2:3][CH2:2][N:23]([CH2:27][CH2:28][OH:29])[CH2:24][CH2:25][OH:26])=[CH:22][C:11]=3[S:12][CH:13]=2)=[CH:16][CH:17]=1.